Dataset: Catalyst prediction with 721,799 reactions and 888 catalyst types from USPTO. Task: Predict which catalyst facilitates the given reaction. (1) Reactant: [Cl:1][C:2]1[CH:7]=[CH:6][C:5]([C@H:8]2[CH2:13][CH2:12][NH:11][C:10](SC)=[N:9]2)=[CH:4][CH:3]=1.O.[NH2:17][NH2:18]. Product: [Cl:1][C:2]1[CH:7]=[CH:6][C:5]([C@H:8]2[CH2:13][CH2:12][NH:11][C:10](=[N:17][NH2:18])[NH:9]2)=[CH:4][CH:3]=1. The catalyst class is: 14. (2) Reactant: C(OC([N:11]1[CH2:16][CH2:15][N:14]([CH2:17][CH2:18][CH2:19][N:20]2[CH2:27][CH2:26][C:23]3([CH2:25][CH2:24]3)[C@H:22]([OH:28])[CH2:21]2)[C:13](=[O:29])[C@@H:12]1[CH3:30])=O)C1C=CC=CC=1. Product: [OH:28][C@@H:22]1[CH2:21][N:20]([CH2:19][CH2:18][CH2:17][N:14]2[CH2:15][CH2:16][NH:11][C@@H:12]([CH3:30])[C:13]2=[O:29])[CH2:27][CH2:26][C:23]21[CH2:24][CH2:25]2. The catalyst class is: 19. (3) Reactant: [C:1]([NH:5][S:6]([CH2:9][CH2:10][CH2:11]Cl)(=[O:8])=[O:7])([CH3:4])([CH3:3])[CH3:2].[CH2:13]([Li])CCC.CI. The catalyst class is: 1. Product: [C:1]([NH:5][S:6]([C:9]1([CH3:13])[CH2:11][CH2:10]1)(=[O:8])=[O:7])([CH3:4])([CH3:3])[CH3:2]. (4) Reactant: I[C:2]1[CH:3]=[CH:4][C:5]2[C:9]3[CH:10]=[CH:11][CH:12]=[CH:13][C:8]=3[O:7][C:6]=2[CH:14]=1.[CH3:15][N:16](C=O)C. Product: [C:15]([C:2]1[CH:3]=[CH:4][C:5]2[C:9]3[CH:10]=[CH:11][CH:12]=[CH:13][C:8]=3[O:7][C:6]=2[CH:14]=1)#[N:16]. The catalyst class is: 267. (5) Reactant: [NH2:1][C:2]1[CH:7]=[CH:6][C:5]([CH3:8])=[CH:4][N:3]=1.Br[CH2:10][C:11]([C:13]1[CH:18]=[CH:17][C:16]([F:19])=[CH:15][CH:14]=1)=O.[OH-].[Na+]. Product: [F:19][C:16]1[CH:17]=[CH:18][C:13]([C:11]2[N:1]=[C:2]3[CH:7]=[CH:6][C:5]([CH3:8])=[CH:4][N:3]3[CH:10]=2)=[CH:14][CH:15]=1. The catalyst class is: 8. (6) Reactant: [NH2:1][C:2]1[CH:24]=[CH:23][C:5]([O:6][C:7]2[C:16]3[C:11](=[CH:12][C:13]([O:21][CH3:22])=[C:14]([C:17]([O:19]C)=[O:18])[CH:15]=3)[N:10]=[CH:9][CH:8]=2)=[C:4]([F:25])[CH:3]=1.CO.[OH-].[Na+].Cl. Product: [NH2:1][C:2]1[CH:24]=[CH:23][C:5]([O:6][C:7]2[C:16]3[C:11](=[CH:12][C:13]([O:21][CH3:22])=[C:14]([C:17]([OH:19])=[O:18])[CH:15]=3)[N:10]=[CH:9][CH:8]=2)=[C:4]([F:25])[CH:3]=1. The catalyst class is: 6.